Dataset: Reaction yield outcomes from USPTO patents with 853,638 reactions. Task: Predict the reaction yield, written as a fraction of the theoretical maximum amount of product (1.0 means a 100% yield; for example, 0.34 means a 34% yield). (1) The reactants are [CH2:1]([O:8][C:9]([N:11]1[CH2:16][CH2:15][CH:14]([N:17]([C:28](=[O:31])[CH2:29]Cl)[C:18]2[CH:23]=[CH:22][C:21]([C:24]([O:26][CH3:27])=[O:25])=[CH:20][CH:19]=2)[CH2:13][CH2:12]1)=[O:10])[C:2]1[CH:7]=[CH:6][CH:5]=[CH:4][CH:3]=1.C(P(C(C)(C)C)C1C=CC=CC=1C1C=CC=CC=1)(C)(C)C.CC1CCCO1.C(N(CC)CC)C. The catalyst is CC([O-])=O.CC([O-])=O.[Pd+2].C(O)(C)C. The product is [CH2:1]([O:8][C:9]([N:11]1[CH2:16][CH2:15][CH:14]([N:17]2[C:18]3[C:23](=[CH:22][C:21]([C:24]([O:26][CH3:27])=[O:25])=[CH:20][CH:19]=3)[CH2:29][C:28]2=[O:31])[CH2:13][CH2:12]1)=[O:10])[C:2]1[CH:7]=[CH:6][CH:5]=[CH:4][CH:3]=1. The yield is 0.800. (2) The reactants are [C:1]([C:4]1[C:5]([F:18])=[C:6]([CH:14]=[CH:15][C:16]=1[F:17])[O:7][C@H:8]([CH2:12][OH:13])[C:9]([O-:11])=[O:10])(=[O:3])[NH2:2].[Cs+].Br[CH2:21][C:22]([C:24]1[CH:29]=[CH:28][C:27]([C:30]([F:33])([F:32])[F:31])=[CH:26][CH:25]=1)=[O:23]. The catalyst is CN(C=O)C. The product is [O:23]=[C:22]([C:24]1[CH:29]=[CH:28][C:27]([C:30]([F:31])([F:32])[F:33])=[CH:26][CH:25]=1)[CH2:21][O:10][C:9](=[O:11])[C@H:8]([O:7][C:6]1[CH:14]=[CH:15][C:16]([F:17])=[C:4]([C:1](=[O:3])[NH2:2])[C:5]=1[F:18])[CH2:12][OH:13]. The yield is 0.730.